From a dataset of Catalyst prediction with 721,799 reactions and 888 catalyst types from USPTO. Predict which catalyst facilitates the given reaction. (1) Reactant: N1(O[C:11]2[N:16]=[C:15]([NH:17][CH2:18][C:19]3[CH:24]=[CH:23][CH:22]=[CH:21][CH:20]=3)[C:14]([C:25]([NH2:27])=[O:26])=[CH:13][N:12]=2)C2C=CC=CC=2N=N1.[NH2:28][C:29]1[CH:30]=[C:31]([NH:35][C:36]([C@@H:38]2[CH2:42][CH2:41][CH2:40][N:39]2[CH3:43])=[O:37])[CH:32]=[CH:33][CH:34]=1.CC1C=CC(S(O)(=O)=O)=CC=1. Product: [CH2:18]([NH:17][C:15]1[C:14]([C:25]([NH2:27])=[O:26])=[CH:13][N:12]=[C:11]([NH:28][C:29]2[CH:34]=[CH:33][CH:32]=[C:31]([NH:35][C:36]([C@@H:38]3[CH2:42][CH2:41][CH2:40][N:39]3[CH3:43])=[O:37])[CH:30]=2)[N:16]=1)[C:19]1[CH:20]=[CH:21][CH:22]=[CH:23][CH:24]=1. The catalyst class is: 37. (2) The catalyst class is: 10. Reactant: [NH2:1][C:2]1[C:3]([NH:16][C:17]2[CH:22]=[CH:21][C:20]([Cl:23])=[CH:19][CH:18]=2)=[N:4][C:5]([C:14]#[N:15])=[N:6][C:7]=1[N:8]1[CH2:13][CH2:12][O:11][CH2:10][CH2:9]1.[CH3:24][N:25]([CH3:29])[C:26](Cl)=S. Product: [Cl:23][C:20]1[CH:21]=[CH:22][C:17]([N:16]2[C:24]([N:25]([CH3:29])[CH3:26])=[N:1][C:2]3[C:3]2=[N:4][C:5]([C:14]#[N:15])=[N:6][C:7]=3[N:8]2[CH2:13][CH2:12][O:11][CH2:10][CH2:9]2)=[CH:18][CH:19]=1. (3) The catalyst class is: 14. Reactant: [C:1]([C:3](=[C:7](SC)SC)[C:4]([NH2:6])=[O:5])#[N:2].[NH2:12][C:13]1[CH:18]=[CH:17][C:16]([N:19]2[CH2:24][CH2:23][CH:22]([N:25]3[CH2:29][CH2:28][CH2:27][CH2:26]3)[CH2:21][CH2:20]2)=[CH:15][CH:14]=1.O.[NH2:31][NH2:32]. Product: [NH2:2][C:1]1[NH:32][N:31]=[C:7]([NH:12][C:13]2[CH:18]=[CH:17][C:16]([N:19]3[CH2:20][CH2:21][CH:22]([N:25]4[CH2:29][CH2:28][CH2:27][CH2:26]4)[CH2:23][CH2:24]3)=[CH:15][CH:14]=2)[C:3]=1[C:4]([NH2:6])=[O:5]. (4) The catalyst class is: 2. Reactant: [Cl:1][C:2]1[CH:3]=[CH:4][C:5]2[NH:10][CH2:9][C@H:8]([CH2:11][CH2:12]O)[NH:7][C:6]=2[N:14]=1.C(N(CC)CC)C.O=P(Cl)(Cl)Cl. Product: [Cl:1][C:2]1[CH:3]=[CH:4][C:5]2[N:10]3[CH2:9][C@H:8]([CH2:11][CH2:12]3)[NH:7][C:6]=2[N:14]=1. (5) Reactant: [Cl:1][C:2]1[C:3]([C:17]([OH:19])=O)=[N:4][C:5]([Cl:16])=[CH:6][C:7]=1[N:8]([CH3:15])[CH:9]1[CH2:14][CH2:13][O:12][CH2:11][CH2:10]1.CCN(C(C)C)C(C)C.CN(C(ON1N=NC2C=CC=NC1=2)=[N+](C)C)C.F[P-](F)(F)(F)(F)F.[NH2:53][CH2:54][C:55]1[C:56](=[O:63])[NH:57][C:58]([CH3:62])=[CH:59][C:60]=1[CH3:61]. Product: [Cl:1][C:2]1[C:3]([C:17]([NH:53][CH2:54][C:55]2[C:56](=[O:63])[NH:57][C:58]([CH3:62])=[CH:59][C:60]=2[CH3:61])=[O:19])=[N:4][C:5]([Cl:16])=[CH:6][C:7]=1[N:8]([CH3:15])[CH:9]1[CH2:10][CH2:11][O:12][CH2:13][CH2:14]1. The catalyst class is: 18. (6) Reactant: [O:1]=[C:2]1[N:6]([CH2:7][CH2:8][CH2:9][C:10]2[CH:19]=[CH:18][C:17]3[CH2:16][CH2:15][CH2:14][NH:13][C:12]=3[N:11]=2)[CH:5]=[CH:4][N:3]1[C@H:20]([C:29]1[CH:34]=[CH:33][CH:32]=[C:31]([C:35]([F:38])([F:37])[F:36])[CH:30]=1)[CH2:21][C:22]([O:24][C:25]([CH3:28])([CH3:27])[CH3:26])=[O:23]. Product: [O:1]=[C:2]1[N:6]([CH2:7][CH2:8][CH2:9][C:10]2[CH:19]=[CH:18][C:17]3[CH2:16][CH2:15][CH2:14][NH:13][C:12]=3[N:11]=2)[CH2:5][CH2:4][N:3]1[C@H:20]([C:29]1[CH:34]=[CH:33][CH:32]=[C:31]([C:35]([F:36])([F:38])[F:37])[CH:30]=1)[CH2:21][C:22]([O:24][C:25]([CH3:28])([CH3:27])[CH3:26])=[O:23]. The catalyst class is: 105. (7) Product: [Cl:48][C:49]1[CH:60]=[CH:59][C:52]2[NH:53][C:54]([C@@H:56]([NH:58][C:6](=[O:8])[C:5]3[CH:9]=[CH:10][C:11]([N:12]4[CH2:17][CH2:16][CH2:15][CH2:14][C:13]4=[O:18])=[C:3]([O:2][CH3:1])[CH:4]=3)[CH3:57])=[N:55][C:51]=2[CH:50]=1. The catalyst class is: 3. Reactant: [CH3:1][O:2][C:3]1[CH:4]=[C:5]([CH:9]=[CH:10][C:11]=1[N:12]1[CH2:17][CH2:16][CH2:15][CH2:14][C:13]1=[O:18])[C:6]([OH:8])=O.CN(C(ON1N=NC2C=CC=CC1=2)=[N+](C)C)C.[B-](F)(F)(F)F.CN1CCOCC1.[Cl:48][C:49]1[CH:60]=[CH:59][C:52]2[NH:53][C:54]([C@@H:56]([NH2:58])[CH3:57])=[N:55][C:51]=2[CH:50]=1. (8) Reactant: [OH:1][C:2]1[CH:7]=[CH:6][C:5]([C:8]2[CH:9]=[C:10]([CH:15]=[CH:16][CH:17]=2)[C:11]([NH:13][CH3:14])=[O:12])=[CH:4][C:3]=1[CH3:18].[F:19][C:20]([F:39])([F:38])[S:21](N(C1C=CC=CC=1)[S:21]([C:20]([F:39])([F:38])[F:19])(=[O:23])=[O:22])(=[O:23])=[O:22].CCN(CC)CC. Product: [CH3:18][C:3]1[CH:4]=[C:5]([C:8]2[CH:17]=[CH:16][CH:15]=[C:10]([C:11](=[O:12])[NH:13][CH3:14])[CH:9]=2)[CH:6]=[CH:7][C:2]=1[O:1][S:21]([C:20]([F:39])([F:38])[F:19])(=[O:23])=[O:22]. The catalyst class is: 2.